This data is from Reaction yield outcomes from USPTO patents with 853,638 reactions. The task is: Predict the reaction yield, written as a fraction of the theoretical maximum amount of product (1.0 means a 100% yield; for example, 0.34 means a 34% yield). (1) The catalyst is ClCCl.C1(C)C=CC=CC=1. The reactants are [F:1][C:2]1[CH:7]=[CH:6][C:5]([NH:8]C(=O)OC(C)(C)C)=[CH:4][C:3]=1[C@:16]1([CH3:27])[C:21]([F:23])([F:22])[CH2:20][C@@:19]([F:25])([CH3:24])[C:18](=[S:26])[NH:17]1.C(O)(C(F)(F)F)=O. The yield is 0.632. The product is [NH2:8][C:5]1[CH:6]=[CH:7][C:2]([F:1])=[C:3]([C@@:16]2([CH3:27])[NH:17][C:18](=[S:26])[C@:19]([F:25])([CH3:24])[CH2:20][C:21]2([F:23])[F:22])[CH:4]=1. (2) The catalyst is C1(C)C=CC=CC=1. The yield is 0.740. The product is [CH:26]([O:29][C:30]([N:32]1[CH2:33][CH2:34][CH:35]([O:38][C:2]2[N:7]=[CH:6][N:5]=[C:4]3[N:8]([C:11]4[CH:16]=[CH:15][C:14]([S:17]([CH3:20])(=[O:19])=[O:18])=[CH:13][C:12]=4[F:21])[N:9]=[CH:10][C:3]=23)[CH2:36][CH2:37]1)=[O:31])([CH3:28])[CH3:27]. The reactants are Cl[C:2]1[N:7]=[CH:6][N:5]=[C:4]2[N:8]([C:11]3[CH:16]=[CH:15][C:14]([S:17]([CH3:20])(=[O:19])=[O:18])=[CH:13][C:12]=3[F:21])[N:9]=[CH:10][C:3]=12.C(=O)([O-])N.[CH:26]([O:29][C:30]([N:32]1[CH2:37][CH2:36][CH:35]([OH:38])[CH2:34][CH2:33]1)=[O:31])([CH3:28])[CH3:27].CC(C)([O-])C.[Na+]. (3) The reactants are C(N(CC)CC)C.Cl.[CH3:9][S:10]([CH2:13][CH2:14][NH2:15])(=[O:12])=[O:11].[Cl:16][C:17]1[CH:18]=[C:19]([NH:32][C:33]2[C:42]3[C:37](=[CH:38][CH:39]=[C:40]([C:43]4[O:47][C:46]([CH:48]=O)=[CH:45][CH:44]=4)[CH:41]=3)[N:36]=[CH:35][N:34]=2)[CH:20]=[CH:21][C:22]=1[O:23][CH2:24][C:25]1[CH:30]=[CH:29][CH:28]=[C:27]([F:31])[CH:26]=1.[BH-](OC(C)=O)(OC(C)=O)OC(C)=O.[Na+].C(=O)(O)[O-].[Na+].CC(OC(O[C:77]([O:79][C:80]([CH3:83])([CH3:82])[CH3:81])=[O:78])=O)(C)C. The catalyst is C(Cl)Cl.C1COCC1. The product is [Cl:16][C:17]1[CH:18]=[C:19]([NH:32][C:33]2[C:42]3[C:37](=[CH:38][CH:39]=[C:40]([C:43]4[O:47][C:46]([CH2:48][N:15]([CH2:14][CH2:13][S:10]([CH3:9])(=[O:12])=[O:11])[C:77](=[O:78])[O:79][C:80]([CH3:81])([CH3:82])[CH3:83])=[CH:45][CH:44]=4)[CH:41]=3)[N:36]=[CH:35][N:34]=2)[CH:20]=[CH:21][C:22]=1[O:23][CH2:24][C:25]1[CH:30]=[CH:29][CH:28]=[C:27]([F:31])[CH:26]=1. The yield is 0.690. (4) The reactants are [OH:1][C:2]1[CH:3]=[C:4]2[C:9](=[CH:10][CH:11]=1)[CH:8]=[C:7]([C:12]([OH:14])=[O:13])[CH:6]=[CH:5]2.S(=O)(=O)(O)O.[CH3:20]O. No catalyst specified. The product is [OH:1][C:2]1[CH:3]=[C:4]2[C:9](=[CH:10][CH:11]=1)[CH:8]=[C:7]([C:12]([O:14][CH3:20])=[O:13])[CH:6]=[CH:5]2. The yield is 0.840. (5) The reactants are [CH3:1][O:2][C@H:3]1[C@H:7](OS(C2C=CC(C)=CC=2)(=O)=O)[CH2:6][N:5]([C:19]([O:21][CH2:22][C:23]2[CH:28]=[CH:27][CH:26]=[CH:25][CH:24]=2)=[O:20])[CH2:4]1.[N-:29]=[N+:30]=[N-:31].[Na+]. The yield is 0.900. The product is [N:29]([C@H:7]1[C@@H:3]([O:2][CH3:1])[CH2:4][N:5]([C:19]([O:21][CH2:22][C:23]2[CH:28]=[CH:27][CH:26]=[CH:25][CH:24]=2)=[O:20])[CH2:6]1)=[N+:30]=[N-:31]. The catalyst is O.CN(C=O)C.CC(=O)OCC.O.